From a dataset of Catalyst prediction with 721,799 reactions and 888 catalyst types from USPTO. Predict which catalyst facilitates the given reaction. (1) Reactant: C[O:2][C:3]([C:5]1[S:6][C:7](I)=[CH:8][C:9]=1[N:10]([C@H:20]1[CH2:25][CH2:24][C@H:23]([OH:26])[CH2:22][CH2:21]1)[C:11]([C@H:13]1[CH2:18][CH2:17][C@H:16]([CH3:19])[CH2:15][CH2:14]1)=[O:12])=[O:4].[C:28]([Si](C)(C)C)#C.[Pd].[Pd].[CH:47](=CC(C=[CH:47][C:48]1[CH:53]=[CH:52]C=C[CH:49]=1)=O)[C:48]1[CH:49]=CC=[CH:52][CH:53]=1.[CH:47](=CC(C=[CH:47][C:48]1[CH:49]=CC=[CH:52][CH:53]=1)=O)[C:48]1[CH:49]=CC=[CH:52][CH:53]=1.[CH:47](=CC(C=[CH:47][C:48]1[CH:49]=CC=[CH:52][CH:53]=1)=O)[C:48]1[CH:49]=CC=[CH:52][CH:53]=1. Product: [CH3:47][C:48]([CH3:28])([CH3:49])[C:53]#[C:52][C:7]1[S:6][C:5]([C:3]([OH:2])=[O:4])=[C:9]([N:10]([C@H:20]2[CH2:25][CH2:24][C@H:23]([OH:26])[CH2:22][CH2:21]2)[C:11]([C@H:13]2[CH2:18][CH2:17][C@H:16]([CH3:19])[CH2:15][CH2:14]2)=[O:12])[CH:8]=1. The catalyst class is: 338. (2) Reactant: [ClH:1].C(OCC)C.[CH:7]1([CH2:12][CH2:13][C:14]([N:16]2[CH2:21][CH2:20][N:19]([C:22]3[C:31]4[C:26](=[CH:27][C:28]([CH3:32])=[CH:29][CH:30]=4)[N:25]=[C:24]([C:33]4[CH:38]=[CH:37][CH:36]=[CH:35][C:34]=4[OH:39])[N:23]=3)[CH2:18][CH2:17]2)=[O:15])[CH2:11][CH2:10][CH2:9][CH2:8]1. Product: [ClH:1].[CH:7]1([CH2:12][CH2:13][C:14]([N:16]2[CH2:21][CH2:20][N:19]([C:22]3[C:31]4[C:26](=[CH:27][C:28]([CH3:32])=[CH:29][CH:30]=4)[N:25]=[C:24]([C:33]4[CH:38]=[CH:37][CH:36]=[CH:35][C:34]=4[OH:39])[N:23]=3)[CH2:18][CH2:17]2)=[O:15])[CH2:11][CH2:10][CH2:9][CH2:8]1. The catalyst class is: 2.